Dataset: Reaction yield outcomes from USPTO patents with 853,638 reactions. Task: Predict the reaction yield, written as a fraction of the theoretical maximum amount of product (1.0 means a 100% yield; for example, 0.34 means a 34% yield). (1) The reactants are [C:1]1([N:7]([CH2:12][C:13]([OH:15])=O)[CH2:8][C:9]([OH:11])=[O:10])[CH:6]=[CH:5][CH:4]=[CH:3][CH:2]=1.N=C=N.ClCCl.[CH2:22]([O:26][C:27]1[CH:44]=[CH:43][CH:42]=[CH:41][C:28]=1[CH2:29][N:30]1[CH2:35][CH2:34][C:33]2([CH2:40][CH2:39][NH:38][CH2:37][CH2:36]2)[CH2:32][CH2:31]1)[CH:23]([CH3:25])[CH3:24]. The catalyst is CN(C)C=O.O.C(#N)C. The product is [CH2:22]([O:26][C:27]1[CH:44]=[CH:43][CH:42]=[CH:41][C:28]=1[CH2:29][N:30]1[CH2:35][CH2:34][C:33]2([CH2:40][CH2:39][N:38]([C:13](=[O:15])[CH2:12][N:7]([CH2:8][C:9]([OH:11])=[O:10])[C:1]3[CH:2]=[CH:3][CH:4]=[CH:5][CH:6]=3)[CH2:37][CH2:36]2)[CH2:32][CH2:31]1)[CH:23]([CH3:25])[CH3:24]. The yield is 0.500. (2) The reactants are [Cl:1][C:2]1[CH:10]=[C:9]2[C:5]([C@@:6]3([C:19]4([CH2:22][C:21]([CH2:25][F:26])([CH2:23][F:24])[CH2:20]4)[N:18]4[C@@H:13]([C:14](=[O:39])[O:15][C@@H:16]([C:33]5[CH:38]=[CH:37][CH:36]=[CH:35][CH:34]=5)[C@H:17]4[C:27]4[CH:32]=[CH:31][CH:30]=[CH:29][CH:28]=4)[C@@H:12]3[C:40]3[CH:45]=[C:44]([F:46])[CH:43]=[C:42]([Cl:47])[CH:41]=3)[C:7](=[O:11])[NH:8]2)=[CH:4][CH:3]=1.[NH2:48][C@H:49]1[CH2:54][CH2:53][C@H:52]([C:55]([N:57]([CH3:59])[CH3:58])=[O:56])[CH2:51][CH2:50]1. No catalyst specified. The product is [Cl:1][C:2]1[CH:10]=[C:9]2[C:5]([C:6]3([C@@H:12]([C:40]4[CH:45]=[C:44]([F:46])[CH:43]=[C:42]([Cl:47])[CH:41]=4)[C@H:13]([C:14]([NH:48][C@H:49]4[CH2:50][CH2:51][C@H:52]([C:55](=[O:56])[N:57]([CH3:58])[CH3:59])[CH2:53][CH2:54]4)=[O:39])[N:18]([C@H:17]([C:27]4[CH:32]=[CH:31][CH:30]=[CH:29][CH:28]=4)[C@@H:16]([OH:15])[C:33]4[CH:38]=[CH:37][CH:36]=[CH:35][CH:34]=4)[C:19]43[CH2:20][C:21]([CH2:25][F:26])([CH2:23][F:24])[CH2:22]4)[C:7](=[O:11])[NH:8]2)=[CH:4][CH:3]=1. The yield is 0.420. (3) The reactants are C([O:8][C:9]([C:11]1[CH:16]([C:17]2[CH:22]=[CH:21][C:20]([F:23])=[C:19]([F:24])[CH:18]=2)[N:15]([C:25]([O:27][CH3:28])=[O:26])[C:14]([O:29]C)=[N:13][C:12]=1[CH2:31][CH3:32])=[O:10])C1C=CC=CC=1. The catalyst is CO.[Pd]. The product is [CH2:31]([C:12]1[NH:13][C:14](=[O:29])[N:15]([C:25]([O:27][CH3:28])=[O:26])[CH:16]([C:17]2[CH:22]=[CH:21][C:20]([F:23])=[C:19]([F:24])[CH:18]=2)[C:11]=1[C:9]([OH:10])=[O:8])[CH3:32]. The yield is 0.990. (4) The catalyst is CO.[Pd]. The product is [OH:8][C:9]1[CH:18]=[C:17]([NH:19][C:20](=[O:51])[CH2:21][CH:22]([C:41]2[CH:50]=[CH:49][C:48]3[C:43](=[CH:44][CH:45]=[CH:46][CH:47]=3)[CH:42]=2)[CH2:23][NH:24][S:25]([C:28]2[CH:29]=[CH:30][C:31]([O:34][C:35]3[CH:40]=[CH:39][CH:38]=[CH:37][CH:36]=3)=[CH:32][CH:33]=2)(=[O:27])=[O:26])[CH:16]=[CH:15][C:10]=1[C:11]([O:13][CH3:14])=[O:12]. The reactants are C([O:8][C:9]1[CH:18]=[C:17]([NH:19][C:20](=[O:51])[CH2:21][CH:22]([C:41]2[CH:50]=[CH:49][C:48]3[C:43](=[CH:44][CH:45]=[CH:46][CH:47]=3)[CH:42]=2)[CH2:23][NH:24][S:25]([C:28]2[CH:33]=[CH:32][C:31]([O:34][C:35]3[CH:40]=[CH:39][CH:38]=[CH:37][CH:36]=3)=[CH:30][CH:29]=2)(=[O:27])=[O:26])[CH:16]=[CH:15][C:10]=1[C:11]([O:13][CH3:14])=[O:12])C1C=CC=CC=1.C([O-])=O.[NH4+]. The yield is 0.700.